Dataset: Retrosynthesis with 50K atom-mapped reactions and 10 reaction types from USPTO. Task: Predict the reactants needed to synthesize the given product. (1) Given the product CC(C)Oc1ccc(-c2nc(-c3cccc4c(CCC(=O)OC(C)(C)C)cn(C)c34)no2)cc1Cl, predict the reactants needed to synthesize it. The reactants are: CC(C)Oc1ccc(-c2nc(-c3cccc4c(CCC(=O)OC(C)(C)C)c[nH]c34)no2)cc1Cl.CI. (2) Given the product COc1ccc(-c2nc(NC(=S)NC(=O)c3ccccc3)sc2-c2ccc(OC)cc2)cc1, predict the reactants needed to synthesize it. The reactants are: COc1ccc(-c2nc(N)sc2-c2ccc(OC)cc2)cc1.O=C(N=C=S)c1ccccc1.